From a dataset of Full USPTO retrosynthesis dataset with 1.9M reactions from patents (1976-2016). Predict the reactants needed to synthesize the given product. (1) Given the product [CH3:10][O:9][C:7](=[O:8])[C:6]1[CH:11]=[C:12]([O:14][CH:17]([F:23])[F:22])[CH:13]=[C:4]([C:3]([O:2][CH3:1])=[O:15])[CH:5]=1, predict the reactants needed to synthesize it. The reactants are: [CH3:1][O:2][C:3](=[O:15])[C:4]1[CH:13]=[C:12]([OH:14])[CH:11]=[C:6]([C:7]([O:9][CH3:10])=[O:8])[CH:5]=1.Cl[C:17]([F:23])([F:22])C(OC)=O.C(=O)([O-])[O-].[Cs+].[Cs+]. (2) Given the product [CH3:8][O:9][C:10]1[CH:11]=[CH:12][C:13]([C:16]2[C:29](=[O:30])[C:28]3[C:19](=[C:20]([O:31][CH2:32][CH2:33][CH3:34])[CH:21]=[C:22]4[C:27]=3[O:26][CH2:25][CH2:24][CH2:23]4)[N:18]([CH2:36][C:37]([O:39][CH2:40][CH3:41])=[O:38])[CH:17]=2)=[CH:14][CH:15]=1, predict the reactants needed to synthesize it. The reactants are: [H-].[Na+].CN(C=O)C.[CH3:8][O:9][C:10]1[CH:15]=[CH:14][C:13]([C:16]2[C:29](=[O:30])[C:28]3[C:19](=[C:20]([O:31][CH2:32][CH2:33][CH3:34])[CH:21]=[C:22]4[C:27]=3[O:26][CH2:25][CH2:24][CH2:23]4)[NH:18][CH:17]=2)=[CH:12][CH:11]=1.Br[CH2:36][C:37]([O:39][CH2:40][CH3:41])=[O:38]. (3) Given the product [CH3:21][O:20][C:15]1[CH:16]=[CH:17][CH:18]=[CH:19][C:14]=1[CH2:13][NH:12][C:7]1[CH:6]=[CH:5][C:4]2[C:9](=[CH:10][CH:11]=[C:2](/[CH:23]=[CH:22]/[C:24]3[CH:29]=[CH:28][N:27]=[CH:26][CH:25]=3)[CH:3]=2)[N:8]=1, predict the reactants needed to synthesize it. The reactants are: Br[C:2]1[CH:3]=[C:4]2[C:9](=[CH:10][CH:11]=1)[N:8]=[C:7]([NH:12][CH2:13][C:14]1[CH:19]=[CH:18][CH:17]=[CH:16][C:15]=1[O:20][CH3:21])[CH:6]=[CH:5]2.[CH:22]([C:24]1[CH:29]=[CH:28][N:27]=[CH:26][CH:25]=1)=[CH2:23].C(N(CC)CC)C.C1(C)C=CC=CC=1P(C1C=CC=CC=1C)C1C=CC=CC=1C. (4) Given the product [C:18]([C:15]1[CH:16]=[CH:17][C:12]([C:7]2[C:6]([C:4]([OH:5])=[O:3])=[CH:11][CH:10]=[CH:9][CH:8]=2)=[CH:13][CH:14]=1)([CH3:21])([CH3:19])[CH3:20], predict the reactants needed to synthesize it. The reactants are: C([O:3][C:4]([C:6]1[C:7]([C:12]2[CH:17]=[CH:16][C:15]([C:18]([CH3:21])([CH3:20])[CH3:19])=[CH:14][CH:13]=2)=[CH:8][CH:9]=[CH:10][CH:11]=1)=[O:5])C.CO.O.O.[OH-].[Li+]. (5) Given the product [Br:11][C:9]1[CH:8]=[C:7]([O:12][CH3:13])[N:6]=[C:5]([C:3]([OH:4])=[O:2])[CH:10]=1, predict the reactants needed to synthesize it. The reactants are: C[O:2][C:3]([C:5]1[CH:10]=[C:9]([Br:11])[CH:8]=[C:7]([O:12][CH3:13])[N:6]=1)=[O:4].[OH-].[Na+]. (6) Given the product [OH:16][NH:15][C:12]([C:9]1[CH:10]=[CH:11][C:5]2[O:4][C:3]([CH2:2][OH:1])=[CH:7][C:6]=2[CH:8]=1)=[NH:13], predict the reactants needed to synthesize it. The reactants are: [OH:1][CH2:2][C:3]1[O:4][C:5]2[CH:11]=[CH:10][C:9]([C:12]#[N:13])=[CH:8][C:6]=2[CH:7]=1.Cl.[NH2:15][OH:16].C(N(CC)C(C)C)(C)C.